Dataset: Full USPTO retrosynthesis dataset with 1.9M reactions from patents (1976-2016). Task: Predict the reactants needed to synthesize the given product. Given the product [N:1]1([C:6]2[CH:11]=[CH:10][C:9]([C:12]3[NH:35][C:15]4=[N:16][CH:17]=[CH:18][C:19]([C:20]5[CH:21]=[CH:22][C:23]([O:28][CH:29]6[CH2:34][CH2:33][O:32][CH2:31][CH2:30]6)=[C:24]([CH:27]=5)[C:25]#[N:26])=[C:14]4[CH:13]=3)=[CH:8][CH:7]=2)[CH:5]=[CH:4][CH:3]=[N:2]1, predict the reactants needed to synthesize it. The reactants are: [N:1]1([C:6]2[CH:11]=[CH:10][C:9]([C:12]3[N:35](S(C4C=CC=CC=4)(=O)=O)[C:15]4=[N:16][CH:17]=[CH:18][C:19]([C:20]5[CH:21]=[CH:22][C:23]([O:28][CH:29]6[CH2:34][CH2:33][O:32][CH2:31][CH2:30]6)=[C:24]([CH:27]=5)[C:25]#[N:26])=[C:14]4[CH:13]=3)=[CH:8][CH:7]=2)[CH:5]=[CH:4][CH:3]=[N:2]1.C(=O)([O-])[O-].[Cs+].[Cs+].O.